This data is from Forward reaction prediction with 1.9M reactions from USPTO patents (1976-2016). The task is: Predict the product of the given reaction. (1) The product is: [Cl:1][C:2]1[CH:7]=[C:6]([Cl:8])[CH:5]=[CH:4][C:3]=1[C:9]1[C:14]([C:15]([O:17][CH3:18])=[O:16])=[C:13]([CH3:19])[N:12]=[C:11]([C:20]2[CH:25]=[CH:24][CH:23]=[CH:22][CH:21]=2)[N:10]=1.[Cl:1][C:2]1[CH:7]=[C:6]([Cl:8])[CH:5]=[CH:4][C:3]=1[C:9]1[C:14]([C:15]([OH:17])=[O:16])=[C:13]([CH3:19])[N:12]=[C:11]([C:20]2[CH:25]=[CH:24][CH:23]=[CH:22][CH:21]=2)[N:10]=1. Given the reactants [Cl:1][C:2]1[CH:7]=[C:6]([Cl:8])[CH:5]=[CH:4][C:3]=1[CH:9]1[C:14]([C:15]([O:17][CH3:18])=[O:16])=[C:13]([CH3:19])[NH:12][C:11]([C:20]2[CH:25]=[CH:24][CH:23]=[CH:22][CH:21]=2)=[N:10]1, predict the reaction product. (2) Given the reactants C([O:3][CH:4](OCC)[CH2:5][N:6]([CH2:20][CH2:21][CH2:22][CH2:23][CH2:24][O:25][CH2:26][CH2:27][C:28]1[CH:33]=[CH:32][CH:31]=[CH:30][CH:29]=1)[C:7](=[O:19])[CH2:8][CH2:9][O:10][CH2:11][CH2:12][C:13]1[CH:18]=[CH:17][CH:16]=[CH:15][CH:14]=1)C.Cl.ClCCl, predict the reaction product. The product is: [O:3]=[CH:4][CH2:5][N:6]([CH2:20][CH2:21][CH2:22][CH2:23][CH2:24][O:25][CH2:26][CH2:27][C:28]1[CH:29]=[CH:30][CH:31]=[CH:32][CH:33]=1)[C:7](=[O:19])[CH2:8][CH2:9][O:10][CH2:11][CH2:12][C:13]1[CH:14]=[CH:15][CH:16]=[CH:17][CH:18]=1. (3) Given the reactants [Cl:1][C:2]1[CH:3]=[C:4]([C:12]2[O:16][N:15]=[C:14]([C:17]3[CH:18]=[CH:19][CH:20]=[C:21]4[C:25]=3[NH:24][CH:23]=[C:22]4[CH2:26][NH:27][CH2:28][C:29]([O:31]CC)=[O:30])[N:13]=2)[CH:5]=[CH:6][C:7]=1[O:8][CH:9]([CH3:11])[CH3:10].[OH-].[Na+], predict the reaction product. The product is: [Cl:1][C:2]1[CH:3]=[C:4]([C:12]2[O:16][N:15]=[C:14]([C:17]3[CH:18]=[CH:19][CH:20]=[C:21]4[C:25]=3[NH:24][CH:23]=[C:22]4[CH2:26][NH:27][CH2:28][C:29]([OH:31])=[O:30])[N:13]=2)[CH:5]=[CH:6][C:7]=1[O:8][CH:9]([CH3:10])[CH3:11]. (4) Given the reactants [CH:1]([C:3]1[CH:4]=[C:5](/[CH:8]=[CH:9]/[C:10]([O:12][CH3:13])=[O:11])[S:6][CH:7]=1)=[O:2].[BH4-].[Na+], predict the reaction product. The product is: [OH:2][CH2:1][C:3]1[CH:4]=[C:5](/[CH:8]=[CH:9]/[C:10]([O:12][CH3:13])=[O:11])[S:6][CH:7]=1. (5) Given the reactants CC1C=[C:4]([SH:9])C=CC=1C.[C:10]([O:15][C:16](=[O:20])[C:17]([CH3:19])=[CH2:18])(=O)[C:11]([CH3:13])=[CH2:12].[CH2:21](N(CC)CC)C, predict the reaction product. The product is: [C:16]([O:15][C:10]1[S:9][CH:4]=[C:12]([CH3:21])[C:11]=1[CH3:13])(=[O:20])[C:17]([CH3:19])=[CH2:18].